Dataset: Full USPTO retrosynthesis dataset with 1.9M reactions from patents (1976-2016). Task: Predict the reactants needed to synthesize the given product. Given the product [CH2:33]([N:35]1[C:39]2=[N:40][C:41]([CH2:64][CH3:65])=[C:42]([CH2:51][NH:52][C:53]([C:55]3[CH:63]=[CH:62][CH:61]=[C:57]([C:18]([NH:17][CH2:16][C:4]4[CH:5]=[C:6]([C:8]5[CH:13]=[CH:12][CH:11]=[C:10]([CH:14]=[O:15])[CH:9]=5)[CH:7]=[C:2]([F:1])[CH:3]=4)=[O:24])[CH:56]=3)=[O:54])[C:43]([NH:44][CH:45]3[CH2:46][CH2:47][O:48][CH2:49][CH2:50]3)=[C:38]2[CH:37]=[N:36]1)[CH3:34], predict the reactants needed to synthesize it. The reactants are: [F:1][C:2]1[CH:3]=[C:4]([CH2:16][NH:17][C:18](=[O:24])OC(C)(C)C)[CH:5]=[C:6]([C:8]2[CH:13]=[CH:12][CH:11]=[C:10]([CH:14]=[O:15])[CH:9]=2)[CH:7]=1.Cl.CCN(CC)CC.[CH2:33]([N:35]1[C:39]2=[N:40][C:41]([CH2:64][CH3:65])=[C:42]([CH2:51][NH:52][C:53]([C:55]3[CH:56]=[C:57]([CH:61]=[CH:62][CH:63]=3)C(O)=O)=[O:54])[C:43]([NH:44][CH:45]3[CH2:50][CH2:49][O:48][CH2:47][CH2:46]3)=[C:38]2[CH:37]=[N:36]1)[CH3:34].CN(C(ON1N=NC2C=CC=CC1=2)=[N+](C)C)C.F[P-](F)(F)(F)(F)F.